This data is from Catalyst prediction with 721,799 reactions and 888 catalyst types from USPTO. The task is: Predict which catalyst facilitates the given reaction. (1) Reactant: [CH2:1]([O:8][C:9]([NH:11][CH:12]1[CH2:17][CH2:16][N:15](C(OC(C)(C)C)=O)[CH2:14][CH2:13]1)=[O:10])[C:2]1[CH:7]=[CH:6][CH:5]=[CH:4][CH:3]=1.Cl.[OH-].[Na+]. Product: [NH:15]1[CH2:14][CH2:13][CH:12]([NH:11][C:9](=[O:10])[O:8][CH2:1][C:2]2[CH:7]=[CH:6][CH:5]=[CH:4][CH:3]=2)[CH2:17][CH2:16]1. The catalyst class is: 5. (2) Reactant: [Br:1][C:2]1[N:7]=[C:6]2[N:8]=[C:9]([CH2:11][CH3:12])[NH:10][C:5]2=[C:4]([CH3:13])[CH:3]=1.[Br:14][C:15]1[CH:16]=[C:17]2[C:21](=[CH:22][CH:23]=1)[C@H:20](O)[CH2:19][CH2:18]2.P(CCCC)(CCCC)CCCC.CCOC(/N=N/C(OCC)=O)=O.C(N(C(C)C)CC)(C)C. Product: [Br:1][C:2]1[N:7]=[C:6]2[N:8]([CH:20]3[C:21]4[C:17](=[CH:16][C:15]([Br:14])=[CH:23][CH:22]=4)[CH2:18][CH2:19]3)[C:9]([CH2:11][CH3:12])=[N:10][C:5]2=[C:4]([CH3:13])[CH:3]=1. The catalyst class is: 11. (3) Reactant: CC1C=CC(S(OCC2CC3C=CC=C(C4C=CC5C(=CC=CC=5)C=4)C=3O2)(=O)=O)=CC=1.[N-]=[N+]=[N-].[Na+].[N:36]([CH2:39][CH:40]1[CH2:44][C:43]2[CH:45]=[CH:46][CH:47]=[C:48]([C:49]3[CH:58]=[CH:57][C:56]4[C:51](=[CH:52][CH:53]=[CH:54][CH:55]=4)[CH:50]=3)[C:42]=2[O:41]1)=[N+]=[N-].[N-]=[N+]=[N-]. Product: [CH:50]1[C:51]2[C:56](=[CH:55][CH:54]=[CH:53][CH:52]=2)[CH:57]=[CH:58][C:49]=1[C:48]1[C:42]2[O:41][CH:40]([CH2:39][NH2:36])[CH2:44][C:43]=2[CH:45]=[CH:46][CH:47]=1. The catalyst class is: 45. (4) Reactant: O1CCCC1.[F:6][C:7]1[C:8]([O:13][CH2:14][C:15]2[CH:20]=[CH:19][C:18]([CH2:21][C:22](Cl)=[N:23][OH:24])=[CH:17][CH:16]=2)=[N:9][CH:10]=[CH:11][CH:12]=1.[C:26]([C:28]1[C:29]([NH2:35])=[N:30][C:31]([NH2:34])=[CH:32][CH:33]=1)#[CH:27].C(N(CC)CC)C. Product: [F:6][C:7]1[C:8]([O:13][CH2:14][C:15]2[CH:20]=[CH:19][C:18]([CH2:21][C:22]3[CH:27]=[C:26]([C:28]4[C:29]([NH2:35])=[N:30][C:31]([NH2:34])=[CH:32][CH:33]=4)[O:24][N:23]=3)=[CH:17][CH:16]=2)=[N:9][CH:10]=[CH:11][CH:12]=1. The catalyst class is: 6. (5) Reactant: [S:1]1[CH:5]=[CH:4][CH:3]=[C:2]1[C:6]([OH:8])=[O:7].[Li]CCCC.[C:14](=[O:16])=[O:15].Cl. Product: [S:1]1[CH:5]=[CH:4][C:3]([C:14]([OH:16])=[O:15])=[C:2]1[C:6]([OH:8])=[O:7]. The catalyst class is: 1. (6) Reactant: C(OC([N:8]1[C:16]2[C:11](=[CH:12][C:13]([NH:17][C:18]([NH:20][CH2:21][CH2:22][C:23]3[CH:28]=[CH:27][CH:26]=[C:25]([O:29][CH3:30])[CH:24]=3)=[O:19])=[CH:14][CH:15]=2)[C:10]([NH2:31])=[N:9]1)=O)(C)(C)C. Product: [NH2:31][C:10]1[C:11]2[C:16](=[CH:15][CH:14]=[C:13]([NH:17][C:18]([NH:20][CH2:21][CH2:22][C:23]3[CH:28]=[CH:27][CH:26]=[C:25]([O:29][CH3:30])[CH:24]=3)=[O:19])[CH:12]=2)[NH:8][N:9]=1. The catalyst class is: 89.